Dataset: Forward reaction prediction with 1.9M reactions from USPTO patents (1976-2016). Task: Predict the product of the given reaction. (1) The product is: [C:1]([O:5][C:6](=[O:29])[NH:7][CH2:8][CH:9]([NH2:10])[C:21]1[CH:26]=[CH:25][C:24]([F:27])=[C:23]([F:28])[CH:22]=1)([CH3:4])([CH3:2])[CH3:3]. Given the reactants [C:1]([O:5][C:6](=[O:29])[NH:7][CH2:8][CH:9]([C:21]1[CH:26]=[CH:25][C:24]([F:27])=[C:23]([F:28])[CH:22]=1)[N:10]1C(=O)C2C(=CC=CC=2)C1=O)([CH3:4])([CH3:3])[CH3:2].CN, predict the reaction product. (2) Given the reactants S(Cl)(Cl)=O.CO.[NH2:7][C:8]1[CH:16]=[CH:15][C:11]([C:12]([OH:14])=[O:13])=[CH:10][C:9]=1[C:17]([F:20])([F:19])[F:18].[C:21](=O)(O)[O-].[Na+], predict the reaction product. The product is: [NH2:7][C:8]1[CH:16]=[CH:15][C:11]([C:12]([O:14][CH3:21])=[O:13])=[CH:10][C:9]=1[C:17]([F:18])([F:19])[F:20]. (3) Given the reactants [NH:1]1[CH:5]=[N:4][CH:3]=[N:2]1.[H-].[Na+].[C:8]([O:11][C@H:12]1[CH2:17][CH2:16][C@:15]([CH3:35])([C@H:18]2[CH2:26][CH2:25][C@@:24]3([CH3:27])[C@@H:20]([CH2:21][CH2:22][C:23]3=[CH2:28])[C@@H:19]2[CH2:29]OS(C)(=O)=O)[C@@H:14]([CH2:36][O:37][Si:38]([C:41]([CH3:44])([CH3:43])[CH3:42])([CH3:40])[CH3:39])[CH2:13]1)(=[O:10])[CH3:9].C([O-])(O)=O.[Na+], predict the reaction product. The product is: [C:8]([O:11][C@H:12]1[CH2:17][CH2:16][C@@:15]([C@H:18]2[CH2:26][CH2:25][C@@:24]3([CH3:27])[C@@H:20]([CH2:21][CH2:22][C:23]3=[CH2:28])[C@@H:19]2[CH2:29][N:1]2[CH:5]=[N:4][CH:3]=[N:2]2)([CH3:35])[C@@H:14]([CH2:36][O:37][Si:38]([C:41]([CH3:42])([CH3:44])[CH3:43])([CH3:40])[CH3:39])[CH2:13]1)(=[O:10])[CH3:9]. (4) Given the reactants [F:1][C:2]1[CH:7]=[CH:6][CH:5]=[C:4]([F:8])[C:3]=1[N:9]1[C:14]2[N:15]=[C:16](S(C)(=O)=O)[N:17]=[C:18]([C:19]3[CH:20]=[C:21]([NH:26][C:27]([C:29]4[S:30][CH:31]=[CH:32][CH:33]=4)=[O:28])[CH:22]=[CH:23][C:24]=3[CH3:25])[C:13]=2[CH:12]=[CH:11][C:10]1=[O:38].[NH:39]1[CH2:44][CH2:43][CH:42]([NH:45]C(=O)OC(C)(C)C)[CH2:41][CH2:40]1, predict the reaction product. The product is: [NH2:45][CH:42]1[CH2:43][CH2:44][N:39]([C:16]2[N:17]=[C:18]([C:19]3[CH:20]=[C:21]([NH:26][C:27]([C:29]4[S:30][CH:31]=[CH:32][CH:33]=4)=[O:28])[CH:22]=[CH:23][C:24]=3[CH3:25])[C:13]3[CH:12]=[CH:11][C:10](=[O:38])[N:9]([C:3]4[C:4]([F:8])=[CH:5][CH:6]=[CH:7][C:2]=4[F:1])[C:14]=3[N:15]=2)[CH2:40][CH2:41]1. (5) Given the reactants [C:1]1([CH3:25])[CH:6]=[CH:5][C:4]([C:7]2[N:8]=[C:9]3[CH2:23][CH:22]([OH:24])[CH2:21][NH:20][C:10]3=[N:11][C:12]=2[C:13]2[CH:18]=[CH:17][C:16]([CH3:19])=[CH:15][CH:14]=2)=[CH:3][CH:2]=1.[CH:26](=O)[CH2:27][CH2:28][CH2:29][CH:30]=[CH2:31].C(O[BH-](OC(=O)C)OC(=O)C)(=O)C.[Na+], predict the reaction product. The product is: [CH2:31]([N:20]1[C:10]2=[N:11][C:12]([C:13]3[CH:18]=[CH:17][C:16]([CH3:19])=[CH:15][CH:14]=3)=[C:7]([C:4]3[CH:3]=[CH:2][C:1]([CH3:25])=[CH:6][CH:5]=3)[N:8]=[C:9]2[CH2:23][CH:22]([OH:24])[CH2:21]1)[CH2:30][CH2:29][CH2:28][CH:27]=[CH2:26]. (6) Given the reactants [CH2:1]([O:8][N:9]1[C:14]2[N:15]=[CH:16][N:17]=[CH:18][C:13]=2[C:12]([OH:19])=[C:11](C(OCC)=O)[C:10]1=[O:25])[C:2]1[CH:7]=[CH:6][CH:5]=[CH:4][CH:3]=1.Cl, predict the reaction product. The product is: [CH2:1]([O:8][N:9]1[C:14]2[N:15]=[CH:16][N:17]=[CH:18][C:13]=2[C:12]([OH:19])=[CH:11][C:10]1=[O:25])[C:2]1[CH:3]=[CH:4][CH:5]=[CH:6][CH:7]=1.